This data is from Experimental lipophilicity measurements (octanol/water distribution) for 4,200 compounds from AstraZeneca. The task is: Regression/Classification. Given a drug SMILES string, predict its absorption, distribution, metabolism, or excretion properties. Task type varies by dataset: regression for continuous measurements (e.g., permeability, clearance, half-life) or binary classification for categorical outcomes (e.g., BBB penetration, CYP inhibition). For this dataset (lipophilicity_astrazeneca), we predict Y. (1) The molecule is CC(=O)Nc1ccc(S(=O)(=O)Nc2ccc(Cc3ccncc3)cc2)cc1. The Y is 2.80 logD. (2) The compound is COc1cc2c(Nc3ccc(NC(=O)c4ccccc4)cc3)ncnc2cc1OCCCN1CCOCC1. The Y is 3.50 logD. (3) The molecule is CN(C)C(=O)[C@H](Cc1ccccc1)NC(=O)c1cc2ccccc2[nH]1. The Y is 3.40 logD. (4) The molecule is COc1cc2ncnc(Nc3cccc(Cl)c3F)c2cc1CN1CCC[C@H]1CC(N)=O. The Y is 2.64 logD. (5) The compound is COc1cc(N2CCN(C(C)=O)CC2)ccc1Nc1ncc(C#N)c(-c2cnc3ccccn23)n1. The Y is 2.80 logD. (6) The molecule is O=C(Nc1nc2ccccc2n1CCCO)c1cccc([N+](=O)[O-])c1. The Y is 3.00 logD. (7) The drug is CCc1c(C(=O)C(N)=O)c2c(OCC(N)=O)cccc2n1Cc1ccccc1. The Y is 2.10 logD.